This data is from Retrosynthesis with 50K atom-mapped reactions and 10 reaction types from USPTO. The task is: Predict the reactants needed to synthesize the given product. Given the product Cc1c(N2C[C@]3(C)[C@H](O[Si](C)(C)C(C)(C)C)CCN3C2=O)ccc(C#N)c1Cl, predict the reactants needed to synthesize it. The reactants are: Cc1c(NC(=O)N2CC[C@@H](O[Si](C)(C)C(C)(C)C)[C@@]2(C)CO)ccc(C#N)c1Cl.